From a dataset of Forward reaction prediction with 1.9M reactions from USPTO patents (1976-2016). Predict the product of the given reaction. Given the reactants Cl[C:2]1[C:3]([F:25])=[C:4]([CH2:8][C:9]2[N:10]=[C:11]3[S:18][C:17]([CH3:19])=[C:16]([C:20]([NH:22][CH2:23][CH3:24])=[O:21])[N:12]3[C:13](=[O:15])[CH:14]=2)[CH:5]=[CH:6][CH:7]=1.O.[CH:27]1(B(O)O)[CH2:29][CH2:28]1.C1(P(C2CCCCC2)C2CCCCC2)CCCCC1, predict the reaction product. The product is: [CH:27]1([C:2]2[C:3]([F:25])=[C:4]([CH2:8][C:9]3[N:10]=[C:11]4[S:18][C:17]([CH3:19])=[C:16]([C:20]([NH:22][CH2:23][CH3:24])=[O:21])[N:12]4[C:13](=[O:15])[CH:14]=3)[CH:5]=[CH:6][CH:7]=2)[CH2:29][CH2:28]1.